This data is from Catalyst prediction with 721,799 reactions and 888 catalyst types from USPTO. The task is: Predict which catalyst facilitates the given reaction. (1) Reactant: [CH3:1][CH:2]([S:4](Cl)(=[O:6])=[O:5])[CH3:3].[Br:8][C:9]1[CH:10]=[C:11]2[C:15](=[CH:16][CH:17]=1)[CH:14]([NH2:18])[CH2:13][CH2:12]2.N12CCCN=C1CCCCC2. Product: [Br:8][C:9]1[CH:10]=[C:11]2[C:15](=[CH:16][CH:17]=1)[CH:14]([NH:18][S:4]([CH:2]([CH3:3])[CH3:1])(=[O:6])=[O:5])[CH2:13][CH2:12]2. The catalyst class is: 2. (2) Reactant: [NH:1]1[C:5]2=[N:6][CH:7]=[CH:8][C:9](N)=[C:4]2[CH:3]=[CH:2]1.N([O-])=O.[Na+].C(OCC)(=O)C.C(=O)([O-])O.[Na+].[F:26][B-](F)(F)F.[H+]. Product: [F:26][C:9]1[CH:8]=[CH:7][N:6]=[C:5]2[NH:1][CH:2]=[CH:3][C:4]=12. The catalyst class is: 6.